This data is from Full USPTO retrosynthesis dataset with 1.9M reactions from patents (1976-2016). The task is: Predict the reactants needed to synthesize the given product. (1) Given the product [F:29][C:30]1[CH:35]=[CH:34][C:33]([F:36])=[CH:32][C:31]=1[O:37][C:2]1[C:7](=[O:8])[N:6]([CH2:9][C:10]2[CH:15]=[CH:14][C:13]([C:16]3[C:17]([C:22]#[N:23])=[CH:18][CH:19]=[CH:20][CH:21]=3)=[CH:12][CH:11]=2)[C:5]([CH2:24][CH2:25][CH3:26])=[N:4][C:3]=1[CH2:27][CH3:28], predict the reactants needed to synthesize it. The reactants are: Br[C:2]1[C:7](=[O:8])[N:6]([CH2:9][C:10]2[CH:15]=[CH:14][C:13]([C:16]3[C:17]([C:22]#[N:23])=[CH:18][CH:19]=[CH:20][CH:21]=3)=[CH:12][CH:11]=2)[C:5]([CH2:24][CH2:25][CH3:26])=[N:4][C:3]=1[CH2:27][CH3:28].[F:29][C:30]1[CH:35]=[CH:34][C:33]([F:36])=[CH:32][C:31]=1[OH:37].[OH-].[K+].CS(C)=O. (2) Given the product [C:10]([CH:9]([C:6]1[CH:7]=[CH:8][C:3]([O:2][CH3:1])=[CH:4][CH:5]=1)[C:12]1([OH:18])[CH2:17][CH2:16][CH2:15][CH2:14][CH2:13]1)#[N:11], predict the reactants needed to synthesize it. The reactants are: [CH3:1][O:2][C:3]1[CH:8]=[CH:7][C:6]([CH2:9][C:10]#[N:11])=[CH:5][CH:4]=1.[C:12]1(=[O:18])[CH2:17][CH2:16][CH2:15][CH2:14][CH2:13]1.O.C(OCC)(=O)C.